From a dataset of Full USPTO retrosynthesis dataset with 1.9M reactions from patents (1976-2016). Predict the reactants needed to synthesize the given product. Given the product [CH3:1][NH:2][C:3]([C:5]1[CH:10]=[C:9]([O:11][C:12]2[CH:17]=[CH:16][C:15]([CH2:18][OH:19])=[CH:14][C:13]=2[CH3:20])[CH:8]=[CH:7][N:6]=1)=[O:4], predict the reactants needed to synthesize it. The reactants are: [CH3:1][NH:2][C:3]([C:5]1[CH:10]=[C:9]([O:11][C:12]2[CH:17]=[CH:16][C:15]([CH:18]=[O:19])=[CH:14][C:13]=2[CH3:20])[CH:8]=[CH:7][N:6]=1)=[O:4].[BH4-].[Na+].